Dataset: Catalyst prediction with 721,799 reactions and 888 catalyst types from USPTO. Task: Predict which catalyst facilitates the given reaction. (1) Reactant: Br[C:2]1[CH:7]=[C:6]([N:8]2[CH2:13][CH2:12][O:11][CH2:10][CH2:9]2)[N:5]=[C:4]([C:14]2[CH:19]=[CH:18][CH:17]=[C:16]([NH:20][C:21]([CH:23]3[CH2:28][CH2:27][N:26](C(OC(C)(C)C)=O)[CH2:25][CH2:24]3)=[O:22])[CH:15]=2)[N:3]=1.[C:36]([NH:39][C:40]1[CH:45]=[CH:44][C:43](B(O)O)=[CH:42][CH:41]=1)(=[O:38])[CH3:37].C(=O)(O)[O-].[Na+]. Product: [C:36]([NH:39][C:40]1[CH:45]=[CH:44][C:43]([C:2]2[CH:7]=[C:6]([N:8]3[CH2:13][CH2:12][O:11][CH2:10][CH2:9]3)[N:5]=[C:4]([C:14]3[CH:19]=[CH:18][CH:17]=[C:16]([NH:20][C:21]([CH:23]4[CH2:24][CH2:25][NH:26][CH2:27][CH2:28]4)=[O:22])[CH:15]=3)[N:3]=2)=[CH:42][CH:41]=1)(=[O:38])[CH3:37]. The catalyst class is: 276. (2) Reactant: [F:1][C:2]1[CH:7]=[CH:6][C:5]([CH2:8][C:9]2[CH:10]=[C:11]([NH:20][C:21](=O)[C:22](F)(F)F)[C:12]([C:15]([O:17][CH2:18][CH3:19])=[O:16])=[N:13][CH:14]=2)=[CH:4][CH:3]=1.C(=O)([O-])[O-].[Cs+].[Cs+].ICC[N:36]1[CH2:41][CH2:40][CH2:39][CH2:38][S:37]1(=[O:43])=[O:42]. Product: [O:42]=[S:37]1(=[O:43])[CH2:38][CH2:39][CH2:40][CH2:41][N:36]1[CH2:22][CH2:21][NH:20][C:11]1[C:12]([C:15]([O:17][CH2:18][CH3:19])=[O:16])=[N:13][CH:14]=[C:9]([CH2:8][C:5]2[CH:6]=[CH:7][C:2]([F:1])=[CH:3][CH:4]=2)[CH:10]=1. The catalyst class is: 885. (3) Reactant: [CH3:1][C:2]1[C:3]([CH2:14][S:15][C:16]2[NH:17][C:18]3[CH:24]=[CH:23][CH:22]=[CH:21][C:19]=3[N:20]=2)=[N:4][CH:5]=[CH:6][C:7]=1[O:8][CH2:9][C:10]([F:13])([F:12])[F:11].[CH3:25][C:26]([CH3:35])([CH3:34])[C:27]([O:29][CH:30](Cl)[CH2:31][CH3:32])=[O:28].[I-].[Na+].C(=O)([O-])[O-].[K+].[K+]. Product: [CH3:25][C:26]([CH3:35])([CH3:34])[C:27]([O:29][CH:30]([N:20]1[C:19]2[CH:21]=[CH:22][CH:23]=[CH:24][C:18]=2[N:17]=[C:16]1[S:15][CH2:14][C:3]1[C:2]([CH3:1])=[C:7]([O:8][CH2:9][C:10]([F:12])([F:11])[F:13])[CH:6]=[CH:5][N:4]=1)[CH2:31][CH3:32])=[O:28]. The catalyst class is: 10. (4) Reactant: [CH:1]1([O:7][C:8]2[C:13]3[C:14]([N:36]4[CH2:40][CH2:39][CH2:38][CH2:37]4)=[N:15][N:16](C(C4C=CC=CC=4)(C4C=CC=CC=4)C4C=CC=CC=4)[C:12]=3[CH:11]=[CH:10][N:9]=2)[CH2:6][CH2:5][CH2:4][CH2:3][CH2:2]1.C(Cl)Cl. Product: [CH:1]1([O:7][C:8]2[C:13]3[C:14]([N:36]4[CH2:40][CH2:39][CH2:38][CH2:37]4)=[N:15][NH:16][C:12]=3[CH:11]=[CH:10][N:9]=2)[CH2:2][CH2:3][CH2:4][CH2:5][CH2:6]1. The catalyst class is: 67. (5) Reactant: [N+:1]([C:4]1[CH:5]=[C:6]([NH2:16])[CH:7]=[C:8]([C:10]2[CH:15]=[CH:14][CH:13]=[CH:12][CH:11]=2)[CH:9]=1)([O-:3])=[O:2].C(N(CC)CC)C.[F:24][C:25]([F:38])([F:37])[S:26](O[S:26]([C:25]([F:38])([F:37])[F:24])(=[O:28])=[O:27])(=[O:28])=[O:27].[OH-].[Na+]. Product: [F:24][C:25]([F:38])([F:37])[S:26]([NH:16][C:6]1[CH:7]=[C:8]([C:10]2[CH:15]=[CH:14][CH:13]=[CH:12][CH:11]=2)[CH:9]=[C:4]([N+:1]([O-:3])=[O:2])[CH:5]=1)(=[O:28])=[O:27]. The catalyst class is: 4. (6) Reactant: Br[C:2]1[N:6]([CH3:7])[C:5]2[CH:8]([C:23]3[CH:28]=[CH:27][C:26]([Cl:29])=[CH:25][CH:24]=3)[N:9]([C:12]3[CH:13]=[C:14]([CH3:22])[C:15]4[N:16]([C:18]([CH3:21])=[N:19][N:20]=4)[CH:17]=3)[C:10](=[O:11])[C:4]=2[N:3]=1.[CH:30]1([B-](F)(F)F)[CH2:32][CH2:31]1.[K+]. Product: [Cl:29][C:26]1[CH:27]=[CH:28][C:23]([CH:8]2[C:5]3[N:6]([CH3:7])[C:2]([CH:30]4[CH2:32][CH2:31]4)=[N:3][C:4]=3[C:10](=[O:11])[N:9]2[C:12]2[CH:13]=[C:14]([CH3:22])[C:15]3[N:16]([C:18]([CH3:21])=[N:19][N:20]=3)[CH:17]=2)=[CH:24][CH:25]=1. The catalyst class is: 326. (7) Reactant: [OH:1][C:2]1[C:7]([O:8][CH3:9])=[CH:6][CH:5]=[CH:4][C:3]=1[CH3:10].C(N(CC)CC)C.[F:18][C:19]([F:32])([F:31])[S:20](O[S:20]([C:19]([F:32])([F:31])[F:18])(=[O:22])=[O:21])(=[O:22])=[O:21]. Product: [F:18][C:19]([F:32])([F:31])[S:20]([O:1][C:2]1[C:3]([CH3:10])=[CH:4][CH:5]=[CH:6][C:7]=1[O:8][CH3:9])(=[O:22])=[O:21]. The catalyst class is: 4.